Dataset: NCI-60 drug combinations with 297,098 pairs across 59 cell lines. Task: Regression. Given two drug SMILES strings and cell line genomic features, predict the synergy score measuring deviation from expected non-interaction effect. (1) Drug 1: CC1=C2C(C(=O)C3(C(CC4C(C3C(C(C2(C)C)(CC1OC(=O)C(C(C5=CC=CC=C5)NC(=O)OC(C)(C)C)O)O)OC(=O)C6=CC=CC=C6)(CO4)OC(=O)C)O)C)O. Drug 2: B(C(CC(C)C)NC(=O)C(CC1=CC=CC=C1)NC(=O)C2=NC=CN=C2)(O)O. Cell line: LOX IMVI. Synergy scores: CSS=10.4, Synergy_ZIP=-1.84, Synergy_Bliss=-5.04, Synergy_Loewe=-19.5, Synergy_HSA=-10.3. (2) Drug 1: C1=NC2=C(N=C(N=C2N1C3C(C(C(O3)CO)O)F)Cl)N. Drug 2: CS(=O)(=O)OCCCCOS(=O)(=O)C. Cell line: OVCAR-5. Synergy scores: CSS=16.4, Synergy_ZIP=-5.01, Synergy_Bliss=-1.95, Synergy_Loewe=5.76, Synergy_HSA=2.81.